This data is from Catalyst prediction with 721,799 reactions and 888 catalyst types from USPTO. The task is: Predict which catalyst facilitates the given reaction. (1) Reactant: [O:1]=[C:2]1[CH2:6][CH2:5][C@:4]([C:11]2[CH:16]=[CH:15][CH:14]=[CH:13][CH:12]=2)([C:7]([O:9][CH3:10])=[O:8])[CH2:3]1.C1COCC1.C[Si]([N-][Si](C)(C)C)(C)C.[Na+].ClC1C=CC(N([S:40]([C:43]([F:46])([F:45])[F:44])(=[O:42])=[O:41])[S:40]([C:43]([F:46])([F:45])[F:44])(=[O:42])=[O:41])=NC=1. Product: [C:11]1([C@:4]2([C:7]([O:9][CH3:10])=[O:8])[CH2:5][CH2:6][C:2]([O:1][S:40]([C:43]([F:46])([F:45])[F:44])(=[O:42])=[O:41])=[CH:3]2)[CH:12]=[CH:13][CH:14]=[CH:15][CH:16]=1. The catalyst class is: 2. (2) Reactant: Br[C:2]1[CH:7]=[CH:6][N:5]2[C:8](=[O:15])[N:9]([CH2:11][CH:12]([CH3:14])[CH3:13])[N:10]=[C:4]2[C:3]=1I.[F:17][C:18]1[CH:23]=[CH:22][C:21](B(O)O)=[CH:20][CH:19]=1.C([O-])([O-])=O.[K+].[K+]. Product: [F:17][C:18]1[CH:23]=[CH:22][C:21]([C:2]2[CH:7]=[CH:6][N:5]3[C:8](=[O:15])[N:9]([CH2:11][CH:12]([CH3:14])[CH3:13])[N:10]=[C:4]3[C:3]=2[C:21]2[CH:22]=[CH:23][C:18]([F:17])=[CH:19][CH:20]=2)=[CH:20][CH:19]=1. The catalyst class is: 70.